Dataset: Forward reaction prediction with 1.9M reactions from USPTO patents (1976-2016). Task: Predict the product of the given reaction. (1) Given the reactants [F:1][C:2]1[CH:10]=[C:9]2[C:5]([CH:6]=[C:7]([C:12]([O:14][CH3:15])=[O:13])[N:8]2[CH3:11])=[CH:4][CH:3]=1.[H-].[Na+].F[C:19]1C=C2C(C=C(C(OC)=O)N2)=CC=1.IC.Cl, predict the reaction product. The product is: [F:1][C:2]1[CH:10]=[C:9]2[C:5]([CH:6]=[C:7]([C:12]([O:14][CH3:15])=[O:13])[N:8]2[CH3:11])=[CH:4][CH:3]=1.[F:1][C:2]1[CH:10]=[C:9]2[C:5]([CH:6]=[C:7]([C:12]([O:14][CH2:15][CH3:19])=[O:13])[N:8]2[CH3:11])=[CH:4][CH:3]=1. (2) Given the reactants Cl[C:2]1[CH:3]=[C:4]([CH:14]([C:16]2[C:25]3[C:20](=[CH:21][C:22]([F:26])=[CH:23][CH:24]=3)[N:19]=[C:18]([C:27]3[CH:32]=[CH:31][CH:30]=[CH:29][N:28]=3)[C:17]=2[CH3:33])[OH:15])[CH:5]=[C:6]([N:8]2[CH2:13][CH2:12][O:11][CH2:10][CH2:9]2)[CH:7]=1.P([O-])([O-])([O-])=O.[K+].[K+].[K+].[C:42]([NH2:45])(=[O:44])[CH3:43], predict the reaction product. The product is: [F:26][C:22]1[CH:21]=[C:20]2[C:25]([C:16]([CH:14]([OH:15])[C:4]3[CH:3]=[C:2]([NH:45][C:42](=[O:44])[CH3:43])[CH:7]=[C:6]([N:8]4[CH2:13][CH2:12][O:11][CH2:10][CH2:9]4)[CH:5]=3)=[C:17]([CH3:33])[C:18]([C:27]3[CH:32]=[CH:31][CH:30]=[CH:29][N:28]=3)=[N:19]2)=[CH:24][CH:23]=1.